Dataset: Forward reaction prediction with 1.9M reactions from USPTO patents (1976-2016). Task: Predict the product of the given reaction. (1) The product is: [CH2:1]([S:3][C:4]1[NH:5][C:6](=[O:16])[C:7]([C:13]([NH2:15])=[O:14])=[C:8]([NH:27][C:23]2[CH:22]=[C:21]3[C:26](=[CH:25][CH:24]=2)[N:17]=[CH:18][CH:19]=[CH:20]3)[N:9]=1)[CH3:2]. Given the reactants [CH2:1]([S:3][C:4]1[NH:5][C:6](=[O:16])[C:7]([C:13]([NH2:15])=[O:14])=[C:8](S(C)=O)[N:9]=1)[CH3:2].[N:17]1[C:26]2[C:21](=[CH:22][C:23]([NH2:27])=[CH:24][CH:25]=2)[CH:20]=[CH:19][CH:18]=1.CC1C=C(C=C(C)C=1)N.CCN(C(C)C)C(C)C, predict the reaction product. (2) Given the reactants [CH3:1][O:2][C:3](=[O:15])[C:4]1[CH:9]=[CH:8][C:7]([CH2:10][CH2:11][C:12](O)=[O:13])=[CH:6][CH:5]=1.C1N=CN(C(N2C=NC=C2)=O)C=1.[BH4-].[Na+].Cl, predict the reaction product. The product is: [CH3:1][O:2][C:3](=[O:15])[C:4]1[CH:9]=[CH:8][C:7]([CH2:10][CH2:11][CH2:12][OH:13])=[CH:6][CH:5]=1. (3) Given the reactants Br[C:2]1[CH:7]=[CH:6][C:5]([Br:8])=[CH:4][CH:3]=1.[CH2:9]1[C:12]2([CH2:15][NH:14][CH2:13]2)[CH2:11][O:10]1.C1(P(C2C=CC=CC=2)C2C=CC3C(=CC=CC=3)C=2C2C3C(=CC=CC=3)C=CC=2P(C2C=CC=CC=2)C2C=CC=CC=2)C=CC=CC=1.C(=O)([O-])[O-].[Cs+].[Cs+], predict the reaction product. The product is: [Br:8][C:5]1[CH:6]=[CH:7][C:2]([N:14]2[CH2:15][C:12]3([CH2:9][O:10][CH2:11]3)[CH2:13]2)=[CH:3][CH:4]=1. (4) Given the reactants [NH2:1][C@H:2]1[CH2:33][CH2:32][C:5]2[N:6]=[C:7]([NH:9][C:10](=[O:31])[C:11]3[CH:16]=[CH:15][CH:14]=[C:13]([CH2:17][N:18]4[CH:22]=[C:21]([C:23]5[CH:28]=[CH:27][C:26]([C:29]#[N:30])=[CH:25][CH:24]=5)[CH:20]=[N:19]4)[CH:12]=3)[S:8][C:4]=2[CH2:3]1.[F:34][C:35]([F:40])([F:39])[CH2:36][CH:37]=O.[C:41]([BH3-])#[N:42].[Na+].CO.C(Cl)Cl, predict the reaction product. The product is: [F:34][C:35]([F:40])([F:39])[CH2:36][CH2:37][N:42]([CH2:41][CH2:36][C:35]([F:40])([F:39])[F:34])[C@H:2]1[CH2:33][CH2:32][C:5]2[N:6]=[C:7]([NH:9][C:10](=[O:31])[C:11]3[CH:16]=[CH:15][CH:14]=[C:13]([CH2:17][N:18]4[CH:22]=[C:21]([C:23]5[CH:28]=[CH:27][C:26]([C:29]#[N:30])=[CH:25][CH:24]=5)[CH:20]=[N:19]4)[CH:12]=3)[S:8][C:4]=2[CH2:3]1.[C:29]([C:26]1[CH:25]=[CH:24][C:23]([C:21]2[CH:20]=[N:19][N:18]([CH2:17][C:13]3[CH:12]=[C:11]([CH:16]=[CH:15][CH:14]=3)[C:10]([NH:9][C:7]3[S:8][C:4]4[CH2:3][C@@H:2]([NH:1][CH2:37][CH2:36][C:35]([F:40])([F:39])[F:34])[CH2:33][CH2:32][C:5]=4[N:6]=3)=[O:31])[CH:22]=2)=[CH:28][CH:27]=1)#[N:30].